Dataset: NCI-60 drug combinations with 297,098 pairs across 59 cell lines. Task: Regression. Given two drug SMILES strings and cell line genomic features, predict the synergy score measuring deviation from expected non-interaction effect. (1) Drug 1: C1CC(C1)(C(=O)O)C(=O)O.[NH2-].[NH2-].[Pt+2]. Drug 2: C(CC(=O)O)C(=O)CN.Cl. Cell line: HT29. Synergy scores: CSS=2.82, Synergy_ZIP=0.824, Synergy_Bliss=2.74, Synergy_Loewe=-1.03, Synergy_HSA=-0.823. (2) Drug 1: C1CCC(C1)C(CC#N)N2C=C(C=N2)C3=C4C=CNC4=NC=N3. Drug 2: N.N.Cl[Pt+2]Cl. Cell line: HOP-92. Synergy scores: CSS=1.52, Synergy_ZIP=-1.74, Synergy_Bliss=-2.37, Synergy_Loewe=-2.95, Synergy_HSA=-2.50.